Dataset: NCI-60 drug combinations with 297,098 pairs across 59 cell lines. Task: Regression. Given two drug SMILES strings and cell line genomic features, predict the synergy score measuring deviation from expected non-interaction effect. (1) Drug 1: CC1=C2C(C(=O)C3(C(CC4C(C3C(C(C2(C)C)(CC1OC(=O)C(C(C5=CC=CC=C5)NC(=O)OC(C)(C)C)O)O)OC(=O)C6=CC=CC=C6)(CO4)OC(=O)C)OC)C)OC. Synergy scores: CSS=36.2, Synergy_ZIP=6.30, Synergy_Bliss=4.74, Synergy_Loewe=-51.7, Synergy_HSA=4.39. Drug 2: C(CN)CNCCSP(=O)(O)O. Cell line: OVCAR-4. (2) Drug 1: CC1OCC2C(O1)C(C(C(O2)OC3C4COC(=O)C4C(C5=CC6=C(C=C35)OCO6)C7=CC(=C(C(=C7)OC)O)OC)O)O. Drug 2: COC1=CC(=CC(=C1O)OC)C2C3C(COC3=O)C(C4=CC5=C(C=C24)OCO5)OC6C(C(C7C(O6)COC(O7)C8=CC=CS8)O)O. Cell line: SF-539. Synergy scores: CSS=50.2, Synergy_ZIP=2.76, Synergy_Bliss=2.71, Synergy_Loewe=-11.7, Synergy_HSA=6.92. (3) Drug 1: CS(=O)(=O)C1=CC(=C(C=C1)C(=O)NC2=CC(=C(C=C2)Cl)C3=CC=CC=N3)Cl. Drug 2: C1C(C(OC1N2C=NC(=NC2=O)N)CO)O. Cell line: HT29. Synergy scores: CSS=17.8, Synergy_ZIP=-3.82, Synergy_Bliss=0.289, Synergy_Loewe=-4.15, Synergy_HSA=-0.0765.